This data is from Reaction yield outcomes from USPTO patents with 853,638 reactions. The task is: Predict the reaction yield, written as a fraction of the theoretical maximum amount of product (1.0 means a 100% yield; for example, 0.34 means a 34% yield). (1) The yield is 0.180. The product is [CH3:5][O:6][C:7]1[CH:12]=[CH:11][C:10]([NH:13][C:14]([NH:1][C:2]2[S:3][CH:18]=[C:19]([C:20]([F:26])([F:25])[C:21]([F:24])([F:23])[F:22])[N:4]=2)=[O:15])=[C:9]([CH3:16])[CH:8]=1. The catalyst is CN(C=O)C.CCOC(C)=O. The reactants are [NH2:1][C:2]([NH2:4])=[S:3].[CH3:5][O:6][C:7]1[CH:12]=[CH:11][C:10]([N:13]=[C:14]=[O:15])=[C:9]([CH3:16])[CH:8]=1.Br[CH2:18][C:19](=O)[C:20]([F:26])([F:25])[C:21]([F:24])([F:23])[F:22]. (2) The reactants are O=[C:2]1[CH:7]([C:8]([O:10]CC)=O)[CH2:6][CH2:5][N:4]([C:13]([O:15][C:16]([CH3:19])(C)C)=[O:14])[CH2:3]1.Cl.[CH:21]([NH2:23])=[NH:22].[CH3:24][CH2:25][O-].[Na+]. The catalyst is CCO. The product is [OH:10][C:8]1[C:7]2[CH2:6][CH2:5][N:4]([C:13]([O:15][CH2:16][CH2:19][CH2:24][CH3:25])=[O:14])[CH2:3][C:2]=2[N:22]=[CH:21][N:23]=1. The yield is 0.530. (3) The reactants are [NH2:1][CH:2]1[CH2:6][N:5]([C:7]2[CH:8]=[CH:9][C:10]3[O:15][CH2:14][C:13](=[O:16])[NH:12][C:11]=3[CH:17]=2)[C:4](=[O:18])[CH2:3]1.[CH3:19][O:20][C:21]1[CH:30]=[C:29]2[C:24]([N:25]=[CH:26][C:27](=[O:36])[N:28]2[CH2:31][CH2:32][CH2:33][CH:34]=O)=[CH:23][CH:22]=1.C(O[BH-](OC(=O)C)OC(=O)C)(=O)C.[Na+]. The catalyst is C(Cl)(Cl)Cl.CO. The product is [CH3:19][O:20][C:21]1[CH:30]=[C:29]2[C:24]([N:25]=[CH:26][C:27](=[O:36])[N:28]2[CH2:31][CH2:32][CH2:33][CH2:34][NH:1][CH:2]2[CH2:6][N:5]([C:7]3[CH:8]=[CH:9][C:10]4[O:15][CH2:14][C:13](=[O:16])[NH:12][C:11]=4[CH:17]=3)[C:4](=[O:18])[CH2:3]2)=[CH:23][CH:22]=1. The yield is 0.840. (4) The reactants are [CH:1]1([CH2:4][O:5][NH:6][C:7]([C:9]2[C:17]([NH:18][C:19]3[CH:24]=[CH:23][C:22]([C:25]#[C:26][Si](C)(C)C)=[CH:21][C:20]=3[CH3:31])=[C:16]([F:32])[C:12]3[N:13]=[CH:14][NH:15][C:11]=3[CH:10]=2)=[O:8])[CH2:3][CH2:2]1.CCCC[N+](CCCC)(CCCC)CCCC.[F-]. The catalyst is O1CCCC1.O. The product is [CH:1]1([CH2:4][O:5][NH:6][C:7]([C:9]2[C:17]([NH:18][C:19]3[CH:24]=[CH:23][C:22]([C:25]#[CH:26])=[CH:21][C:20]=3[CH3:31])=[C:16]([F:32])[C:12]3[N:13]=[CH:14][NH:15][C:11]=3[CH:10]=2)=[O:8])[CH2:3][CH2:2]1. The yield is 0.650. (5) The reactants are Cl[C:2]1[C:7]([C:8]2[N:13]=[CH:12][N:11]=[C:10]([NH:14][CH3:15])[CH:9]=2)=[CH:6][CH:5]=[CH:4][N:3]=1.[NH2:16][C:17]1[C:26]([CH3:27])=[CH:25][CH:24]=[C:23]2[C:18]=1[CH:19]=[CH:20][NH:21][C:22]2=[O:28].C1(P(C2CCCCC2)C2C=CC=CC=2C2C=CC=CC=2N(C)C)CCCCC1. The catalyst is [Pd].[Pd].C(=CC(C=CC1C=CC=CC=1)=O)C1C=CC=CC=1.C(=CC(C=CC1C=CC=CC=1)=O)C1C=CC=CC=1.C(=CC(C=CC1C=CC=CC=1)=O)C1C=CC=CC=1. The product is [CH3:27][C:26]1[C:17]([NH:16][C:2]2[C:7]([C:8]3[CH:9]=[C:10]([NH:14][CH3:15])[N:11]=[CH:12][N:13]=3)=[CH:6][CH:5]=[CH:4][N:3]=2)=[C:18]2[C:23](=[CH:24][CH:25]=1)[C:22](=[O:28])[NH:21][CH:20]=[CH:19]2. The yield is 0.260. (6) The reactants are [N:1]1[CH:6]=[CH:5][CH:4]=[CH:3][C:2]=1[C:7]1[O:8][C:9]2[CH2:10][CH2:11][N:12]([C:17]3[CH:18]=[C:19]([CH:22]=[CH:23][CH:24]=3)[C:20]#[N:21])[CH2:13][CH2:14][C:15]=2[N:16]=1.BrC1C=C(C=C([F:34])C=1)C#N. No catalyst specified. The product is [F:34][C:23]1[CH:22]=[C:19]([CH:18]=[C:17]([N:12]2[CH2:11][CH2:10][C:9]3[O:8][C:7]([C:2]4[CH:3]=[CH:4][CH:5]=[CH:6][N:1]=4)=[N:16][C:15]=3[CH2:14][CH2:13]2)[CH:24]=1)[C:20]#[N:21]. The yield is 0.100. (7) The reactants are [CH2:1]([S:3]([C:6]1[CH:7]=[CH:8][C:9]([OH:12])=[N:10][CH:11]=1)(=[O:5])=[O:4])[CH3:2].C([O-])(=O)C.[Na+].[Br:18]Br. The catalyst is C(O)(=O)C. The product is [Br:18][C:8]1[C:9]([OH:12])=[N:10][CH:11]=[C:6]([S:3]([CH2:1][CH3:2])(=[O:4])=[O:5])[CH:7]=1. The yield is 0.750.